Dataset: Forward reaction prediction with 1.9M reactions from USPTO patents (1976-2016). Task: Predict the product of the given reaction. (1) Given the reactants C([N:8]1[CH2:13][CH2:12][C:11](=O)[CH:10]([CH3:15])[CH2:9]1)C1C=CC=CC=1.[BH4-].[Na+].[CH3:30][C:29]([O:28][C:26](O[C:26]([O:28][C:29]([CH3:32])([CH3:31])[CH3:30])=[O:27])=[O:27])([CH3:32])[CH3:31].C([N:35](CC)CC)C.CS(Cl)(=O)=O.S([O-])(=O)(=O)C.[N-]=[N+]=[N-].[Na+].[N-]=[N+]=[N-], predict the reaction product. The product is: [C:29]([O:28][C:26]([N:8]1[CH2:13][CH2:12][CH:11]([NH2:35])[CH:10]([CH3:15])[CH2:9]1)=[O:27])([CH3:30])([CH3:31])[CH3:32]. (2) The product is: [OH:7][CH2:6][C@@H:5]([NH:4][C:1](=[O:3])[CH3:2])[CH2:11][C:12]1[CH:17]=[CH:16][CH:15]=[C:14]([N+:18]([O-:20])=[O:19])[CH:13]=1. Given the reactants [C:1]([NH:4][C@@H:5]([CH2:11][C:12]1[CH:17]=[CH:16][CH:15]=[C:14]([N+:18]([O-:20])=[O:19])[CH:13]=1)[C:6](OCC)=[O:7])(=[O:3])[CH3:2].[BH4-].[Na+], predict the reaction product. (3) Given the reactants [CH3:1][N:2]([CH3:31])[C:3]1[N:12]=[C:11]([NH:13][CH2:14][C:15]2[CH:20]=[CH:19][C:18]([NH:21][C:22]([CH:24]3[CH2:29][CH2:28][NH:27][CH2:26][CH2:25]3)=[O:23])=[CH:17][CH:16]=2)[C:10]2[C:5](=[CH:6][C:7]([CH3:30])=[CH:8][CH:9]=2)[N:4]=1.[CH:32](=O)[CH2:33][CH2:34][CH3:35], predict the reaction product. The product is: [CH2:32]([N:27]1[CH2:28][CH2:29][CH:24]([C:22]([NH:21][C:18]2[CH:17]=[CH:16][C:15]([CH2:14][NH:13][C:11]3[C:10]4[C:5](=[CH:6][C:7]([CH3:30])=[CH:8][CH:9]=4)[N:4]=[C:3]([N:2]([CH3:31])[CH3:1])[N:12]=3)=[CH:20][CH:19]=2)=[O:23])[CH2:25][CH2:26]1)[CH2:33][CH2:34][CH3:35]. (4) The product is: [CH3:1][C:2]1[N:3]=[C:4]([C:8]2[CH:9]=[CH:10][C:11]([S:14]([NH:17][CH2:18][CH2:19][C:20]([F:22])([F:21])[F:23])(=[O:16])=[O:15])=[CH:12][CH:13]=2)[S:5][CH:6]=1. Given the reactants [CH3:1][C:2]1[N:3]=[CH:4][S:5][CH:6]=1.I[C:8]1[CH:13]=[CH:12][C:11]([S:14]([NH:17][CH2:18][CH2:19][C:20]([F:23])([F:22])[F:21])(=[O:16])=[O:15])=[CH:10][CH:9]=1.CN(C=O)C, predict the reaction product.